Dataset: Forward reaction prediction with 1.9M reactions from USPTO patents (1976-2016). Task: Predict the product of the given reaction. Given the reactants [NH2:1][C:2]1[CH:11]=[CH:10][CH:9]=[C:8]2[C:3]=1[C:4](=[O:21])[N:5]([CH:13]1[CH2:18][CH2:17][C:16](=[O:19])[NH:15][C:14]1=[O:20])[C:6]([CH3:12])=[N:7]2.[C:22](Cl)(=[O:29])[CH2:23][CH2:24][CH2:25][CH2:26][CH2:27][CH3:28], predict the reaction product. The product is: [O:20]=[C:14]1[CH:13]([N:5]2[C:4](=[O:21])[C:3]3[C:8](=[CH:9][CH:10]=[CH:11][C:2]=3[NH:1][C:22](=[O:29])[CH2:23][CH2:24][CH2:25][CH2:26][CH2:27][CH3:28])[N:7]=[C:6]2[CH3:12])[CH2:18][CH2:17][C:16](=[O:19])[NH:15]1.